From a dataset of CYP1A2 inhibition data for predicting drug metabolism from PubChem BioAssay. Regression/Classification. Given a drug SMILES string, predict its absorption, distribution, metabolism, or excretion properties. Task type varies by dataset: regression for continuous measurements (e.g., permeability, clearance, half-life) or binary classification for categorical outcomes (e.g., BBB penetration, CYP inhibition). Dataset: cyp1a2_veith. (1) The compound is COC(=O)[C@@]1(Cc2ccc(OC)cc2)[C@H]2c3cc(C(=O)N(C)C)n(Cc4ccc(O)c(OC)c4)c3C[C@H]2CN1C(=O)c1ccccc1. The result is 0 (non-inhibitor). (2) The compound is N[C@H](C(=O)O)c1ccc(C(=O)O)c(O)c1. The result is 0 (non-inhibitor). (3) The molecule is Cc1c(Cl)c(S(N)(=O)=O)cc2c1N=CN=S2(=O)O. The result is 0 (non-inhibitor). (4) The molecule is CCN1CCCC1Cn1cnc2c([nH]c3ccc(C)cc32)c1=O. The result is 1 (inhibitor). (5) The molecule is CCn1ccc(C(=O)Oc2ccc(Cl)cc2)n1. The result is 1 (inhibitor). (6) The result is 0 (non-inhibitor). The compound is C[C@@H](Cc1ccc2c(c1)OC(C(=O)[O-])(C(=O)[O-])O2)NC[C@H](O)c1cccc(Cl)c1.[Na+].[Na+]. (7) The compound is Cc1o[nH]c(=O)c1C[C@H](N)C(=O)O. The result is 0 (non-inhibitor). (8) The molecule is CCS(=O)(=O)N1CCC(C(=O)NCc2ccc(F)cc2Cl)CC1. The result is 0 (non-inhibitor).